Dataset: Reaction yield outcomes from USPTO patents with 853,638 reactions. Task: Predict the reaction yield, written as a fraction of the theoretical maximum amount of product (1.0 means a 100% yield; for example, 0.34 means a 34% yield). (1) The reactants are [CH3:1][C:2]1[O:6][N:5]=[CH:4][C:3]=1[C:7]([OH:9])=O.S(Cl)(Cl)=O.[NH2:14][C:15]1([C:21](O)=[O:22])[CH2:20][CH2:19][CH2:18][CH2:17][CH2:16]1.C(=O)([O-])O.[Na+].Cl.C(N=C=NCCCN(C)C)C. The catalyst is C1(C)C=CC=CC=1.O. The product is [CH3:1][C:2]1[O:6][N:5]=[CH:4][C:3]=1[C:7]1[O:9][C:21](=[O:22])[C:15]2([CH2:20][CH2:19][CH2:18][CH2:17][CH2:16]2)[N:14]=1. The yield is 0.160. (2) The reactants are Cl.[CH3:2][O:3][C:4](=[O:18])[C@H:5]([CH2:7][C:8]1[CH:13]=[CH:12][C:11]([OH:14])=[C:10]([C:15](=[O:17])[CH3:16])[CH:9]=1)[NH2:6].[C:19]([O:23][C:24](O[C:24]([O:23][C:19]([CH3:22])([CH3:21])[CH3:20])=[O:25])=[O:25])([CH3:22])([CH3:21])[CH3:20].CCN(C(C)C)C(C)C.OS([O-])(=O)=O.[K+]. The catalyst is CN(C=O)C. The product is [CH3:2][O:3][C:4](=[O:18])[C@@H:5]([NH:6][C:24]([O:23][C:19]([CH3:22])([CH3:21])[CH3:20])=[O:25])[CH2:7][C:8]1[CH:13]=[CH:12][C:11]([OH:14])=[C:10]([C:15](=[O:17])[CH3:16])[CH:9]=1. The yield is 0.970. (3) The reactants are S(OOS([O-])(=O)=O)([O-])(=O)=[O:2].[K+].[K+].[CH2:13]([O:15][C:16](=[O:29])[CH2:17][CH2:18][CH2:19][O:20][C:21]1[CH:26]=[CH:25][CH:24]=[C:23]([CH3:27])[C:22]=1[CH3:28])[CH3:14]. The catalyst is O.C(#N)C.O.O.O.O.O.S([O-])([O-])(=O)=O.[Cu+2]. The product is [CH2:13]([O:15][C:16](=[O:29])[CH2:17][CH2:18][CH2:19][O:20][C:21]1[CH:26]=[CH:25][CH:24]=[C:23]([CH3:27])[C:22]=1[CH:28]=[O:2])[CH3:14]. The yield is 0.940. (4) The reactants are [CH3:1][C:2]1[O:6][N:5]=[C:4]([C:7]2[CH:12]=[CH:11][CH:10]=[CH:9][CH:8]=2)[C:3]=1[CH2:13][O:14][C:15]1[CH:23]=[CH:22][C:18]([C:19]([OH:21])=O)=[CH:17][N:16]=1.[CH:24]1([S:27]([NH2:30])(=[O:29])=[O:28])[CH2:26][CH2:25]1. No catalyst specified. The product is [CH3:1][C:2]1[O:6][N:5]=[C:4]([C:7]2[CH:8]=[CH:9][CH:10]=[CH:11][CH:12]=2)[C:3]=1[CH2:13][O:14][C:15]1[N:16]=[CH:17][C:18]([C:19]([NH:30][S:27]([CH:24]2[CH2:26][CH2:25]2)(=[O:29])=[O:28])=[O:21])=[CH:22][CH:23]=1. The yield is 0.560. (5) The yield is 0.930. The reactants are Br[C:2]1[CH:7]=[CH:6][N:5]=[C:4]([NH2:8])[CH:3]=1.[CH3:9][O:10][C:11]1[C:16](B(O)O)=[CH:15][CH:14]=[CH:13][N:12]=1.C(=O)([O-])[O-].[Na+].[Na+]. The catalyst is CN(C=O)C. The product is [CH3:9][O:10][C:11]1[C:16]([C:2]2[CH:7]=[CH:6][N:5]=[C:4]([NH2:8])[CH:3]=2)=[CH:15][CH:14]=[CH:13][N:12]=1. (6) The reactants are [CH3:1][O:2][C:3](=[O:28])[C:4]1[CH:9]=[CH:8][C:7]([OH:10])=[CH:6][C:5]=1[NH:11][C:12](=[O:27])[C:13]1[CH:18]=[C:17]([C:19]([F:22])([F:21])[F:20])[CH:16]=[C:15]([C:23]([F:26])([F:25])[F:24])[CH:14]=1.[Br:29][CH2:30][CH2:31][CH2:32]Br.C(=O)([O-])[O-].[K+].[K+]. The catalyst is CC(C)=O. The product is [CH3:1][O:2][C:3](=[O:28])[C:4]1[CH:9]=[CH:8][C:7]([O:10][CH2:32][CH2:31][CH2:30][Br:29])=[CH:6][C:5]=1[NH:11][C:12](=[O:27])[C:13]1[CH:14]=[C:15]([C:23]([F:24])([F:25])[F:26])[CH:16]=[C:17]([C:19]([F:21])([F:22])[F:20])[CH:18]=1. The yield is 0.780. (7) The yield is 0.610. The product is [CH3:1][NH:2][C:3]([C:5]1[O:6][C:7]([C:11]([CH3:14])([CH3:13])[CH3:12])=[CH:8][C:9]=1[NH:10][C:23]([NH:22][C:19]1[CH:20]=[CH:21][C:16]([F:15])=[CH:17][CH:18]=1)=[O:24])=[O:4]. The reactants are [CH3:1][NH:2][C:3]([C:5]1[O:6][C:7]([C:11]([CH3:14])([CH3:13])[CH3:12])=[CH:8][C:9]=1[NH2:10])=[O:4].[F:15][C:16]1[CH:21]=[CH:20][C:19]([N:22]=[C:23]=[O:24])=[CH:18][CH:17]=1. The catalyst is C1(C)C=CC=CC=1.